Predict which catalyst facilitates the given reaction. From a dataset of Catalyst prediction with 721,799 reactions and 888 catalyst types from USPTO. (1) Reactant: [Cl:1][C:2]1[CH:3]=[C:4]([C:8]2[C:9]3[N:20]([CH2:21][C@H:22]4[CH2:27][CH2:26][C@H:25]([CH3:28])[CH2:24][CH2:23]4)[CH:19]=[CH:18][C:10]=3[N:11]=[C:12]([C:14](OC)=[O:15])[N:13]=2)[CH:5]=[N:6][CH:7]=1.[NH2:29][NH2:30]. Product: [Cl:1][C:2]1[CH:3]=[C:4]([C:8]2[C:9]3[N:20]([CH2:21][C@H:22]4[CH2:27][CH2:26][C@H:25]([CH3:28])[CH2:24][CH2:23]4)[CH:19]=[CH:18][C:10]=3[N:11]=[C:12]([C:14]([NH:29][NH2:30])=[O:15])[N:13]=2)[CH:5]=[N:6][CH:7]=1. The catalyst class is: 24. (2) Reactant: [Cl:1][C:2]1[CH:7]=[CH:6][C:5]([NH2:8])=[C:4]([CH2:9][C:10]2[CH:15]=[CH:14][CH:13]=[CH:12][C:11]=2[Cl:16])[CH:3]=1.N1C=CC=CC=1.[CH3:23][O:24][C:25]1[CH:26]=[C:27]([S:31](Cl)(=[O:33])=[O:32])[CH:28]=[CH:29][CH:30]=1. Product: [Cl:1][C:2]1[CH:7]=[CH:6][C:5]([NH:8][S:31]([C:27]2[CH:28]=[CH:29][CH:30]=[C:25]([O:24][CH3:23])[CH:26]=2)(=[O:33])=[O:32])=[C:4]([CH2:9][C:10]2[CH:15]=[CH:14][CH:13]=[CH:12][C:11]=2[Cl:16])[CH:3]=1. The catalyst class is: 56. (3) Reactant: [CH3:1][C:2]1([CH3:10])[O:9][C:7](=[O:8])[CH2:6][C:4](=[O:5])[O:3]1.[CH:11](OCC)(OCC)OCC.[NH2:21][C:22]1[C:26]([C:27]([O:29][CH2:30][CH3:31])=[O:28])=[CH:25][NH:24][N:23]=1. Product: [CH3:1][C:2]1([CH3:10])[O:9][C:7](=[O:8])[C:6](=[CH:11][NH:21][C:22]2[NH:23][N:24]=[CH:25][C:26]=2[C:27]([O:29][CH2:30][CH3:31])=[O:28])[C:4](=[O:5])[O:3]1. The catalyst class is: 11. (4) Reactant: [CH2:1]([N:8]1[CH:13]([CH2:14][O:15][Si:16]([C:19]([CH3:22])([CH3:21])[CH3:20])([CH3:18])[CH3:17])[CH2:12][O:11][C:10]([CH2:24][CH:25]=[O:26])([CH3:23])[C:9]1=[O:27])[C:2]1[CH:7]=[CH:6][CH:5]=[CH:4][CH:3]=1.[CH3:28][Mg]Br.[Cl-].[NH4+]. The catalyst class is: 7. Product: [CH2:1]([N:8]1[CH:13]([CH2:14][O:15][Si:16]([C:19]([CH3:21])([CH3:22])[CH3:20])([CH3:18])[CH3:17])[CH2:12][O:11][C:10]([CH2:24][CH:25]([OH:26])[CH3:28])([CH3:23])[C:9]1=[O:27])[C:2]1[CH:3]=[CH:4][CH:5]=[CH:6][CH:7]=1. (5) Reactant: [CH2:1]([O:3][C:4]([C:6]1[C:7]([CH:22]=[O:23])=[N:8][N:9]2[C:14]([O:15][CH3:16])=[CH:13][CH:12]=[C:11]([CH2:17][O:18][C:19](=[O:21])[CH3:20])[C:10]=12)=[O:5])[CH3:2].C[Si](C)(C)[O:26][CH2:27][CH2:28]O[Si](C)(C)C.FC(F)(F)S(O[Si](C)(C)C)(=O)=O.C(=O)([O-])O.[Na+]. Product: [CH2:1]([O:3][C:4]([C:6]1[C:7]([CH:22]2[O:26][CH2:27][CH2:28][O:23]2)=[N:8][N:9]2[C:14]([O:15][CH3:16])=[CH:13][CH:12]=[C:11]([CH2:17][O:18][C:19](=[O:21])[CH3:20])[C:10]=12)=[O:5])[CH3:2]. The catalyst class is: 4. (6) Reactant: [Br:1][C:2]1[CH:10]=[C:9]2[C:5]([CH2:6][C:7](=[O:11])[NH:8]2)=[CH:4][CH:3]=1.[Br:12]N1C(=O)CCC1=O. Product: [Br:12][C:3]1[CH:4]=[C:5]2[C:9](=[CH:10][C:2]=1[Br:1])[NH:8][C:7](=[O:11])[CH2:6]2. The catalyst class is: 15.